This data is from Full USPTO retrosynthesis dataset with 1.9M reactions from patents (1976-2016). The task is: Predict the reactants needed to synthesize the given product. (1) Given the product [S:1]1[CH:5]=[C:4]([C:6]2[CH:7]=[C:8]([CH2:9][OH:10])[CH:14]=[CH:15][CH:16]=2)[N:3]=[CH:2]1, predict the reactants needed to synthesize it. The reactants are: [S:1]1[CH:5]=[C:4]([C:6]2[CH:7]=[C:8]([CH:14]=[CH:15][CH:16]=2)[C:9](OCC)=[O:10])[N:3]=[CH:2]1.CC(C[AlH]CC(C)C)C.[OH-].[Na+].C([O-])(O)=O.[Na+]. (2) Given the product [CH:1]([N:14]1[CH2:19][CH2:18][N:17]([C:20]2[CH:25]=[CH:24][C:23]([NH:26][C:41]([C:40]3[C:36]([CH3:35])=[N:37][O:38][C:39]=3[CH3:44])=[O:42])=[CH:22][C:21]=2[F:27])[CH2:16][CH2:15]1)([C:2]1[CH:7]=[CH:6][CH:5]=[CH:4][CH:3]=1)[C:8]1[CH:9]=[CH:10][CH:11]=[CH:12][CH:13]=1, predict the reactants needed to synthesize it. The reactants are: [CH:1]([N:14]1[CH2:19][CH2:18][N:17]([C:20]2[CH:25]=[CH:24][C:23]([NH2:26])=[CH:22][C:21]=2[F:27])[CH2:16][CH2:15]1)([C:8]1[CH:13]=[CH:12][CH:11]=[CH:10][CH:9]=1)[C:2]1[CH:7]=[CH:6][CH:5]=[CH:4][CH:3]=1.C(N(CC)CC)C.[CH3:35][C:36]1[C:40]([C:41](Cl)=[O:42])=[C:39]([CH3:44])[O:38][N:37]=1.[OH-].[Na+].